This data is from Forward reaction prediction with 1.9M reactions from USPTO patents (1976-2016). The task is: Predict the product of the given reaction. (1) Given the reactants [Cl:1][C:2]1[C:3]([NH:22][C@@H:23]2[C@@H:28]3[CH2:29][C@@H:25]([CH:26]=[CH:27]3)[C@@H:24]2[C:30]([NH2:32])=[O:31])=[C:4]2[N:10]=[C:9]([C:11]3[CH:12]=[N:13][N:14]([CH:16]4[CH2:21][CH2:20][NH:19][CH2:18][CH2:17]4)[CH:15]=3)[NH:8][C:5]2=[N:6][CH:7]=1.[CH2:33]1[O:36][C@@H:34]1[CH3:35].C(=O)([O-])[O-], predict the reaction product. The product is: [Cl:1][C:2]1[C:3]([NH:22][C@@H:23]2[C@@H:28]3[CH2:29][C@@H:25]([CH:26]=[CH:27]3)[C@@H:24]2[C:30]([NH2:32])=[O:31])=[C:4]2[N:10]=[C:9]([C:11]3[CH:12]=[N:13][N:14]([CH:16]4[CH2:21][CH2:20][N:19]([CH2:33][C@H:34]([OH:36])[CH3:35])[CH2:18][CH2:17]4)[CH:15]=3)[NH:8][C:5]2=[N:6][CH:7]=1. (2) Given the reactants Br[C:2]1[CH:7]=[C:6]([F:8])[C:5]([NH:9][C:10]2[C:14]3[CH:15]=[N:16][CH:17]=[CH:18][C:13]=3[O:12][C:11]=2[C:19]([O:21][CH2:22][CH3:23])=[O:20])=[C:4]([F:24])[CH:3]=1.[I-:25].[Na+].CN[C@@H]1CCCC[C@H]1NC, predict the reaction product. The product is: [F:8][C:6]1[CH:7]=[C:2]([I:25])[CH:3]=[C:4]([F:24])[C:5]=1[NH:9][C:10]1[C:14]2[CH:15]=[N:16][CH:17]=[CH:18][C:13]=2[O:12][C:11]=1[C:19]([O:21][CH2:22][CH3:23])=[O:20]. (3) Given the reactants Cl[C:2]1[CH:3]=[CH:4][C:5]2[N:6]([CH:8]=[CH:9][N:10]=2)[N:7]=1.[NH2:11][C:12]1[CH:13]=[C:14]([OH:18])[CH:15]=[CH:16][CH:17]=1.C(=O)([O-])[O-].[K+].[K+].CN1CCCC1=O, predict the reaction product. The product is: [N:10]1[CH:9]=[CH:8][N:6]2[C:5]=1[CH:4]=[CH:3][C:2]([O:18][C:14]1[CH:13]=[C:12]([CH:17]=[CH:16][CH:15]=1)[NH2:11])=[N:7]2. (4) Given the reactants [Na].[F:2][C:3]([F:7])([F:6])[CH2:4][OH:5].[NH2:8][C:9]1[C:14]([CH3:15])=[CH:13][N:12]=[C:11](Cl)[N:10]=1, predict the reaction product. The product is: [CH3:15][C:14]1[C:9]([NH2:8])=[N:10][C:11]([O:5][CH2:4][C:3]([F:7])([F:6])[F:2])=[N:12][CH:13]=1. (5) Given the reactants [OH-].[Na+].[F:3][C:4]1[CH:9]=[CH:8][CH:7]=[CH:6][C:5]=1[C:10]([CH3:16])([CH3:15])[C:11]([O:13]C)=[O:12], predict the reaction product. The product is: [F:3][C:4]1[CH:9]=[CH:8][CH:7]=[CH:6][C:5]=1[C:10]([CH3:16])([CH3:15])[C:11]([OH:13])=[O:12].